The task is: Predict the reaction yield, written as a fraction of the theoretical maximum amount of product (1.0 means a 100% yield; for example, 0.34 means a 34% yield).. This data is from Reaction yield outcomes from USPTO patents with 853,638 reactions. (1) The reactants are [N:1]1([C:7]2[CH:14]=[CH:13][C:10]([CH:11]=O)=[C:9]([C:15]([F:18])([F:17])[F:16])[CH:8]=2)[CH2:6][CH2:5][O:4][CH2:3][CH2:2]1.[CH3:19][C@H:20]1[CH2:25][NH:24][CH2:23][CH2:22][N:21]1[C:26]([O:28][C:29]([CH3:32])([CH3:31])[CH3:30])=[O:27].ClCCCl.C(O[BH-](OC(=O)C)OC(=O)C)(=O)C.[Na+]. The catalyst is O. The product is [CH3:19][C@H:20]1[CH2:25][N:24]([CH2:11][C:10]2[CH:13]=[CH:14][C:7]([N:1]3[CH2:6][CH2:5][O:4][CH2:3][CH2:2]3)=[CH:8][C:9]=2[C:15]([F:18])([F:17])[F:16])[CH2:23][CH2:22][N:21]1[C:26]([O:28][C:29]([CH3:30])([CH3:32])[CH3:31])=[O:27]. The yield is 0.990. (2) The reactants are Cl[C:2]1[CH:7]=[CH:6][C:5]([CH2:8][C:9](O)=O)=[CH:4][CH:3]=1.C1N=CN(C(N2C=NC=C2)=O)C=1.CC(C1C=CC(F)=CC=1O)=O.[C:35](=O)([O-:37])[O-:36].[K+].[K+]. The yield is 0.380. The product is [O:37]1[C:6]2[CH:7]=[CH:2][CH:3]=[CH:4][C:5]=2[CH:8]=[CH:9][C:35]1=[O:36]. The catalyst is CN(C=O)C.CN(C1C=CN=CC=1)C.O. (3) The reactants are [CH3:1][O:2][C:3](=[O:20])[CH:4]([S:11]([C:14]1[CH:19]=[CH:18][CH:17]=[CH:16][CH:15]=1)(=[O:13])=[O:12])[CH:5]1[CH2:9][CH2:8][C:7](=[O:10])[CH2:6]1.[H-].[Na+].C1C=CC(S(N(S(C2C=CC=CC=2)(=O)=O)[F:33])(=O)=O)=CC=1.O. The catalyst is CN(C=O)C. The product is [CH3:1][O:2][C:3](=[O:20])[C:4]([S:11]([C:14]1[CH:15]=[CH:16][CH:17]=[CH:18][CH:19]=1)(=[O:12])=[O:13])([F:33])[CH:5]1[CH2:9][CH2:8][C:7](=[O:10])[CH2:6]1. The yield is 0.280. (4) The reactants are [Cl:1][C:2]1[CH:3]=[C:4]([NH:9][C:10]2[C:19]3[C:14](=[CH:15][N:16]=[C:17](F)[CH:18]=3)[N:13]=[CH:12][C:11]=2[C:21]#[N:22])[CH:5]=[CH:6][C:7]=1[F:8].[CH3:23][N:24]1[CH2:29][CH2:28][N:27]([CH2:30][CH2:31][CH2:32][NH2:33])[CH2:26][CH2:25]1. No catalyst specified. The product is [Cl:1][C:2]1[CH:3]=[C:4]([NH:9][C:10]2[C:19]3[C:14](=[CH:15][N:16]=[C:17]([NH:33][CH2:32][CH2:31][CH2:30][N:27]4[CH2:26][CH2:25][N:24]([CH3:23])[CH2:29][CH2:28]4)[CH:18]=3)[N:13]=[CH:12][C:11]=2[C:21]#[N:22])[CH:5]=[CH:6][C:7]=1[F:8]. The yield is 0.710. (5) The reactants are S([O-])([O-])=O.[Na+].[Na+].[F:7][C:8]1[CH:9]=[C:10]([S:15](Cl)(=[O:17])=[O:16])[CH:11]=[CH:12][C:13]=1[F:14].[OH-].[Na+].OS(O)(=O)=O. The catalyst is O.O1CCOCC1. The product is [F:7][C:8]1[CH:9]=[C:10]([S:15]([OH:17])=[O:16])[CH:11]=[CH:12][C:13]=1[F:14]. The yield is 0.970. (6) The reactants are C([O:3][CH:4](OCC)[CH2:5][O:6][C:7]1[CH:8]=[C:9]2[C:13](=[CH:14][CH:15]=1)[C@H:12]([CH2:16][C:17]([O:19][CH2:20][CH3:21])=[O:18])[CH2:11][CH2:10]2)C.C([O-])(O)=O.[Na+].[BH4-].[Na+].CO. The catalyst is CC(C)=O.Cl. The product is [OH:3][CH2:4][CH2:5][O:6][C:7]1[CH:8]=[C:9]2[C:13](=[CH:14][CH:15]=1)[C@H:12]([CH2:16][C:17]([O:19][CH2:20][CH3:21])=[O:18])[CH2:11][CH2:10]2. The yield is 0.380. (7) The catalyst is C1COCC1.CO.CCOC(C)=O. The reactants are [F:1][C:2]1[C:14]([NH:15][CH2:16][C:17]2[CH:22]=[C:21]([C:23]3[CH:28]=[CH:27][CH:26]=[C:25]([F:29])[CH:24]=3)[CH:20]=[C:19]([CH3:30])[C:18]=2[CH3:31])=[C:13]([F:32])[CH:12]=[CH:11][C:3]=1[O:4][CH2:5][C:6]([O:8]CC)=[O:7].[OH-].[Na+]. The yield is 0.940. The product is [F:1][C:2]1[C:14]([NH:15][CH2:16][C:17]2[CH:22]=[C:21]([C:23]3[CH:28]=[CH:27][CH:26]=[C:25]([F:29])[CH:24]=3)[CH:20]=[C:19]([CH3:30])[C:18]=2[CH3:31])=[C:13]([F:32])[CH:12]=[CH:11][C:3]=1[O:4][CH2:5][C:6]([OH:8])=[O:7]. (8) The reactants are [OH:1][C:2]1[CH:3]=[C:4]([NH:8][C:9]2[N:14]=[C:13]([NH:15][C:16]3[CH:21]=[CH:20][CH:19]=[C:18]([OH:22])[CH:17]=3)[C:12]([F:23])=[CH:11][N:10]=2)[CH:5]=[CH:6][CH:7]=1.OC1C=C(C=CC=1[C:32]([O:34][CH3:35])=[O:33])N.ClC1N=C(Cl)C(F)=CN=1. No catalyst specified. The product is [OH:1][C:2]1[CH:3]=[C:4]([NH:8][C:9]2[N:14]=[C:13]([NH:15][C:16]3[CH:21]=[CH:20][C:19]([C:32]([O:34][CH3:35])=[O:33])=[C:18]([OH:22])[CH:17]=3)[C:12]([F:23])=[CH:11][N:10]=2)[CH:5]=[CH:6][C:7]=1[C:32]([O:34][CH3:35])=[O:33]. The yield is 0.410. (9) The reactants are [CH2:1]([O:3][C:4]1[CH:5]=[C:6]([C:12]([OH:18])=[C:13]([C:16]#[N:17])[C:14]#[N:15])[CH:7]=[CH:8][C:9]=1[O:10][CH3:11])[CH3:2].[C:19](=O)(O)[O-].[Na+].O1CCOCC1.COS(OC)(=O)=O. The catalyst is O. The product is [CH2:1]([O:3][C:4]1[CH:5]=[C:6]([C:12]([O:18][CH3:19])=[C:13]([C:14]#[N:15])[C:16]#[N:17])[CH:7]=[CH:8][C:9]=1[O:10][CH3:11])[CH3:2]. The yield is 0.545. (10) The reactants are Br[C:2]1[C:10]2[O:9][CH2:8][CH:7]([C:11]3[CH:16]=[CH:15][C:14]([CH:17]([CH3:19])[CH3:18])=[CH:13][CH:12]=3)[C:6]=2[C:5]([CH3:20])=[C:4]([NH:21][C:22](=[O:28])[CH2:23][C:24]([CH3:27])([CH3:26])[CH3:25])[C:3]=1[CH3:29].[CH3:30][N:31]([CH3:41])[C:32]1[N:37]=[CH:36][C:35](B(O)O)=[CH:34][CH:33]=1. No catalyst specified. The product is [CH3:30][N:31]([CH3:41])[C:32]1[N:37]=[CH:36][C:35]([C:2]2[C:10]3[O:9][CH2:8][CH:7]([C:11]4[CH:16]=[CH:15][C:14]([CH:17]([CH3:18])[CH3:19])=[CH:13][CH:12]=4)[C:6]=3[C:5]([CH3:20])=[C:4]([NH:21][C:22](=[O:28])[CH2:23][C:24]([CH3:27])([CH3:26])[CH3:25])[C:3]=2[CH3:29])=[CH:34][CH:33]=1. The yield is 0.260.